From a dataset of Cav3 T-type calcium channel HTS with 100,875 compounds. Binary Classification. Given a drug SMILES string, predict its activity (active/inactive) in a high-throughput screening assay against a specified biological target. (1) The molecule is S(c1n(c(nn1)CCNC(=O)c1sccc1)C)CC(=O)Nc1sc(c(n1)c1ccccc1)C. The result is 0 (inactive). (2) The compound is Clc1c(C(OCCCN(C)C)=O)ccc(Cl)c1. The result is 0 (inactive).